From a dataset of Full USPTO retrosynthesis dataset with 1.9M reactions from patents (1976-2016). Predict the reactants needed to synthesize the given product. (1) Given the product [CH2:1]([S:3][C:4]1[CH:9]=[CH:8][CH:7]=[CH:6][C:5]=1[C:20]1[CH:21]=[C:22]2[N:28]=[C:27]([C:29]([F:32])([F:31])[F:30])[N:26]([CH3:33])[C:23]2=[N:24][CH:25]=1)[CH3:2], predict the reactants needed to synthesize it. The reactants are: [CH2:1]([S:3][C:4]1[CH:9]=[CH:8][CH:7]=[CH:6][C:5]=1B1OC(C)(C)C(C)(C)O1)[CH3:2].I[C:20]1[CH:21]=[C:22]2[N:28]=[C:27]([C:29]([F:32])([F:31])[F:30])[N:26]([CH3:33])[C:23]2=[N:24][CH:25]=1.P([O-])([O-])([O-])=O.[K+].[K+].[K+]. (2) Given the product [N:30]1[CH:31]=[CH:32][CH:33]=[CH:34][C:29]=1[NH:28][CH2:2][CH2:6][CH2:7][CH2:8][C:9]#[N:10], predict the reactants needed to synthesize it. The reactants are: O1CCO[CH:2]1[CH2:6][CH2:7][CH2:8][C:9]#[N:10].C1(C)C=CC(S(O)(=O)=O)=CC=1.I([O-])(=O)(=O)=O.[Na+].[NH2:28][C:29]1[CH:34]=[CH:33][CH:32]=[CH:31][N:30]=1.C(O[BH-](OC(=O)C)OC(=O)C)(=O)C.[Na+].C(=O)(O)[O-].[Na+]. (3) Given the product [Si:42]([O:49][CH2:50][CH:51]([C:26]1[N:25]([CH2:34][C@H:35]2[CH2:36][CH2:37][C@H:38]([CH3:41])[CH2:39][CH2:40]2)[C:24]2[C:28](=[N:29][C:30]([C:32]#[N:33])=[N:31][C:23]=2[NH:22][C@@H:20]([CH:16]2[CH2:19][CH2:18][CH2:17]2)[CH3:21])[N:27]=1)[OH:52])([C:45]([CH3:47])([CH3:48])[CH3:46])([CH3:44])[CH3:43], predict the reactants needed to synthesize it. The reactants are: CC1(C)CCCC(C)(C)N1.[Li]CCCC.[CH:16]1([C@H:20]([NH:22][C:23]2[N:31]=[C:30]([C:32]#[N:33])[N:29]=[C:28]3[C:24]=2[N:25]([CH2:34][C@H:35]2[CH2:40][CH2:39][C@H:38]([CH3:41])[CH2:37][CH2:36]2)[CH:26]=[N:27]3)[CH3:21])[CH2:19][CH2:18][CH2:17]1.[Si:42]([O:49][CH2:50][CH:51]=[O:52])([C:45]([CH3:48])([CH3:47])[CH3:46])([CH3:44])[CH3:43].